This data is from Cav3 T-type calcium channel HTS with 100,875 compounds. The task is: Binary Classification. Given a drug SMILES string, predict its activity (active/inactive) in a high-throughput screening assay against a specified biological target. (1) The molecule is Clc1c(OC(C)C(=O)Nc2ncccn2)ccc(Cl)c1. The result is 0 (inactive). (2) The compound is S(CCC(=O)NCCc1ccccc1)c1nn2c(cc(nc2n1)C)C. The result is 0 (inactive). (3) The drug is O=C1N(C(=C(C(N1)c1ccc(cc1)C#N)C(OC)=O)C)CCCC(O)=O. The result is 0 (inactive). (4) The molecule is O=C(N1CCN(CC1)c1nc(N2CCN(CC2)C(=O)C(n2nnc(C(N)CC(C)C)c2)Cc2ccc(O)cc2)nc(n1)NCCOCCOCCOCC#C)C(n1nnc(c1)C(N)CO)CCCCN. The result is 0 (inactive). (5) The compound is s1c2c(n(c(C(=O)NCCCN3CCOCC3)c2)Cc2ccc(cc2)C)cc1. The result is 0 (inactive). (6) The drug is s1c(NC(=O)Cc2ccccc2)nc(c2sccc2)c1. The result is 0 (inactive).